Dataset: Forward reaction prediction with 1.9M reactions from USPTO patents (1976-2016). Task: Predict the product of the given reaction. (1) Given the reactants [C:1]([CH2:4][O:5][C:6]1[CH:11]=[CH:10][C:9]([CH:12]2[CH2:17][CH2:16][N:15]([C:18]([O:20][C:21]([CH3:24])([CH3:23])[CH3:22])=[O:19])[CH2:14][CH:13]2[O:25][CH2:26][C:27]2[CH:36]=[CH:35][C:34]3[C:29](=[CH:30][CH:31]=[CH:32][CH:33]=3)[CH:28]=2)=[CH:8][CH:7]=1)([OH:3])=O.[CH2:37]([NH2:44])[C:38]1[CH:43]=[CH:42][CH:41]=[CH:40][CH:39]=1.CN(C(ON1N=NC2C=CC=CC1=2)=[N+](C)C)C.F[P-](F)(F)(F)(F)F, predict the reaction product. The product is: [CH2:37]([NH:44][C:1]([CH2:4][O:5][C:6]1[CH:7]=[CH:8][C:9]([CH:12]2[CH2:17][CH2:16][N:15]([C:18]([O:20][C:21]([CH3:23])([CH3:24])[CH3:22])=[O:19])[CH2:14][CH:13]2[O:25][CH2:26][C:27]2[CH:36]=[CH:35][C:34]3[C:29](=[CH:30][CH:31]=[CH:32][CH:33]=3)[CH:28]=2)=[CH:10][CH:11]=1)=[O:3])[C:38]1[CH:43]=[CH:42][CH:41]=[CH:40][CH:39]=1. (2) Given the reactants [CH:1]([C:3]1[CH:4]=[CH:5][C:6]([CH2:9][CH2:10][C:11]([O:13][CH2:14][CH3:15])=[O:12])=[N:7][CH:8]=1)=O.Cl.[NH2:17][C@@H:18]([CH:27]1[CH2:32][CH2:31][CH2:30][CH2:29][CH2:28]1)[C:19]([O:21][CH:22]1[CH2:26][CH2:25][CH2:24][CH2:23]1)=[O:20].C(N(CC)CC)C.S([O-])([O-])(=O)=O.[Mg+2].C(O[BH-](OC(=O)C)OC(=O)C)(=O)C.[Na+], predict the reaction product. The product is: [CH:27]1([C@H:18]([NH:17][CH2:1][C:3]2[CH:4]=[CH:5][C:6]([CH2:9][CH2:10][C:11]([O:13][CH2:14][CH3:15])=[O:12])=[N:7][CH:8]=2)[C:19]([O:21][CH:22]2[CH2:23][CH2:24][CH2:25][CH2:26]2)=[O:20])[CH2:28][CH2:29][CH2:30][CH2:31][CH2:32]1. (3) The product is: [CH3:24][N:22]1[CH:23]=[C:19]([C:16]2[NH:17][C:18]3[C:14]([CH:15]=2)=[C:13]([CH:25]2[CH2:30][CH2:29][CH2:28][NH:27][CH2:26]2)[CH:12]=[CH:11][C:10]=3[C:7]([NH2:8])=[O:9])[CH:20]=[N:21]1. Given the reactants CO.C(Cl)(=O)C.[C:7]([C:10]1[CH:11]=[CH:12][C:13]([CH:25]2[CH2:30][CH2:29][CH2:28][N:27](C(OC(C)(C)C)=O)[CH2:26]2)=[C:14]2[C:18]=1[NH:17][C:16]([C:19]1[CH:20]=[N:21][N:22]([CH3:24])[CH:23]=1)=[CH:15]2)(=[O:9])[NH2:8], predict the reaction product. (4) Given the reactants [CH3:1][O:2][C:3]([C:5]1[CH:10]=[C:9]([Br:11])[C:8](=[O:12])[N:7]([CH3:13])[C:6]=1[CH2:14]Br)=[O:4].[CH3:16][O:17][C:18](=[O:31])[CH2:19][NH:20][S:21]([C:24]1[CH:29]=[CH:28][C:27]([CH3:30])=[CH:26][CH:25]=1)(=[O:23])=[O:22].[I-].[Na+].C(=O)([O-])[O-].[K+].[K+], predict the reaction product. The product is: [CH3:1][O:2][C:3]([C:5]1[CH:10]=[C:9]([Br:11])[C:8](=[O:12])[N:7]([CH3:13])[C:6]=1[CH2:14][N:20]([CH2:19][C:18]([O:17][CH3:16])=[O:31])[S:21]([C:24]1[CH:25]=[CH:26][C:27]([CH3:30])=[CH:28][CH:29]=1)(=[O:23])=[O:22])=[O:4]. (5) Given the reactants C(OC([N:8]1[CH2:13][CH2:12][N:11]([CH3:14])[C:10](=[O:15])[CH2:9]1)=O)(C)(C)C.[F:16][C:17]([F:22])([F:21])[C:18]([OH:20])=[O:19], predict the reaction product. The product is: [F:16][C:17]([F:22])([F:21])[C:18]([OH:20])=[O:19].[CH3:14][N:11]1[CH2:12][CH2:13][NH:8][CH2:9][C:10]1=[O:15]. (6) Given the reactants Cl[C:2]1[C:11]2=[N:12][N:13](CC3C=CC(OC)=CC=3)[CH:14]=[C:10]2[C:9]2[CH:8]=[C:7]([O:24][CH3:25])[CH:6]=[CH:5][C:4]=2[N:3]=1.[F:26][C:27]1[CH:28]=[C:29]([CH:31]=[CH:32][C:33]=1[N:34]1[CH2:39][CH2:38][O:37][CH2:36][CH2:35]1)[NH2:30].Cl, predict the reaction product. The product is: [F:26][C:27]1[CH:28]=[C:29]([NH:30][C:2]2[C:11]3=[N:12][NH:13][CH:14]=[C:10]3[C:9]3[CH:8]=[C:7]([O:24][CH3:25])[CH:6]=[CH:5][C:4]=3[N:3]=2)[CH:31]=[CH:32][C:33]=1[N:34]1[CH2:35][CH2:36][O:37][CH2:38][CH2:39]1. (7) Given the reactants [CH2:1]([N:8]([CH2:21][C:22]1[CH:51]=[CH:50][C:25]([O:26][C:27]2[CH:49]=[CH:48][C:30]([O:31][CH2:32][CH2:33][CH2:34][C:35]([NH:37][C@H:38]([C:41]([O:43]C(C)(C)C)=[O:42])[CH2:39][OH:40])=[O:36])=[CH:29][CH:28]=2)=[CH:24][CH:23]=1)[C:9]1[CH:14]=[CH:13][CH:12]=[C:11]([NH:15][S:16]([CH3:19])(=[O:18])=[O:17])[C:10]=1[CH3:20])[C:2]1[CH:7]=[CH:6][CH:5]=[CH:4][CH:3]=1.FC(F)(F)C(O)=O, predict the reaction product. The product is: [CH2:1]([N:8]([CH2:21][C:22]1[CH:51]=[CH:50][C:25]([O:26][C:27]2[CH:28]=[CH:29][C:30]([O:31][CH2:32][CH2:33][CH2:34][C:35]([NH:37][C@H:38]([C:41]([OH:43])=[O:42])[CH2:39][OH:40])=[O:36])=[CH:48][CH:49]=2)=[CH:24][CH:23]=1)[C:9]1[CH:14]=[CH:13][CH:12]=[C:11]([NH:15][S:16]([CH3:19])(=[O:18])=[O:17])[C:10]=1[CH3:20])[C:2]1[CH:3]=[CH:4][CH:5]=[CH:6][CH:7]=1.